Dataset: Peptide-MHC class I binding affinity with 185,985 pairs from IEDB/IMGT. Task: Regression. Given a peptide amino acid sequence and an MHC pseudo amino acid sequence, predict their binding affinity value. This is MHC class I binding data. (1) The peptide sequence is YITALNHLV. The MHC is HLA-A02:01 with pseudo-sequence HLA-A02:01. The binding affinity (normalized) is 1.00. (2) The peptide sequence is LPQEFISWF. The MHC is H-2-Ld with pseudo-sequence H-2-Ld. The binding affinity (normalized) is 0.694. (3) The peptide sequence is GAVAMSLTV. The MHC is HLA-A02:01 with pseudo-sequence HLA-A02:01. The binding affinity (normalized) is 0.385.